From a dataset of Full USPTO retrosynthesis dataset with 1.9M reactions from patents (1976-2016). Predict the reactants needed to synthesize the given product. (1) The reactants are: Cl[C:2]1[C:3]([C:8]([CH3:24])([CH3:23])[C:9]([NH:11][CH:12]2[CH2:14][CH:13]2[C:15]2[CH:20]=[CH:19][CH:18]=[C:17]([O:21][CH3:22])[CH:16]=2)=[O:10])=[N:4][CH:5]=[CH:6][N:7]=1.CC(C)([O-])C.[Na+].COC1C=C([C@H]2C[C@@H]2N2C3=NC=CN=C3C(C)(C)C2=O)C=CC=1. Given the product [CH3:22][O:21][C:17]1[CH:16]=[C:15]([C@@H:13]2[CH2:14][C@@H:12]2[N:11]2[C:2]3=[N:7][CH:6]=[CH:5][N:4]=[C:3]3[C:8]([CH3:24])([CH3:23])[C:9]2=[O:10])[CH:20]=[CH:19][CH:18]=1, predict the reactants needed to synthesize it. (2) Given the product [CH2:1]([N:3]1[C:7]2[CH:8]=[C:9]([C:12]3([OH:19])[CH2:17][CH2:16][CH:15]([N:21]4[CH2:24][CH:23]([NH:25][C:26]([CH2:28][NH:29][C:30](=[O:41])[C:31]5[CH:36]=[CH:35][CH:34]=[C:33]([C:37]([F:40])([F:38])[F:39])[CH:32]=5)=[O:27])[CH2:22]4)[CH2:14][CH2:13]3)[CH:10]=[CH:11][C:6]=2[O:5][C:4]1=[O:20])[CH3:2], predict the reactants needed to synthesize it. The reactants are: [CH2:1]([N:3]1[C:7]2[CH:8]=[C:9]([C:12]3([OH:19])[CH2:17][CH2:16][C:15](=O)[CH2:14][CH2:13]3)[CH:10]=[CH:11][C:6]=2[O:5][C:4]1=[O:20])[CH3:2].[NH:21]1[CH2:24][CH:23]([NH:25][C:26]([CH2:28][NH:29][C:30](=[O:41])[C:31]2[CH:36]=[CH:35][CH:34]=[C:33]([C:37]([F:40])([F:39])[F:38])[CH:32]=2)=[O:27])[CH2:22]1. (3) Given the product [CH3:29][C:30]1[C:34]([CH3:35])=[C:33]([NH:36][C:37]([N:24]2[CH2:23][CH2:22][C:20]3([O:19][CH2:18][C@@H:17]([C:13]4[CH:14]=[CH:15][CH:16]=[C:11]([C:8]5[CH:7]=[CH:6][C:5]([C:4]([F:3])([F:27])[F:28])=[CH:10][N:9]=5)[CH:12]=4)[CH2:21]3)[CH2:26][CH2:25]2)=[O:38])[O:32][N:31]=1, predict the reactants needed to synthesize it. The reactants are: Cl.Cl.[F:3][C:4]([F:28])([F:27])[C:5]1[CH:6]=[CH:7][C:8]([C:11]2[CH:12]=[C:13]([C@H:17]3[CH2:21][C:20]4([CH2:26][CH2:25][NH:24][CH2:23][CH2:22]4)[O:19][CH2:18]3)[CH:14]=[CH:15][CH:16]=2)=[N:9][CH:10]=1.[CH3:29][C:30]1[C:34]([CH3:35])=[C:33]([NH:36][C:37](=O)[O:38]C2C=CC=CC=2)[O:32][N:31]=1.CCN(C(C)C)C(C)C. (4) Given the product [CH3:1][S:2]([O:5][C:6]1[CH:11]=[CH:10][C:9]([C:12]2([C:20]3[CH:25]=[CH:24][C:23]([F:26])=[C:22]([C:32]4[N:31]=[C:30]([O:29][CH3:28])[CH:35]=[CH:34][N:33]=4)[CH:21]=3)[C:16](=[O:17])[N:15]([CH3:18])[C:14]([NH2:19])=[N:13]2)=[CH:8][CH:7]=1)(=[O:4])=[O:3], predict the reactants needed to synthesize it. The reactants are: [CH3:1][S:2]([O:5][C:6]1[CH:11]=[CH:10][C:9]([C:12]2([C:20]3[CH:25]=[CH:24][C:23]([F:26])=[C:22](Br)[CH:21]=3)[C:16](=[O:17])[N:15]([CH3:18])[C:14]([NH2:19])=[N:13]2)=[CH:8][CH:7]=1)(=[O:4])=[O:3].[CH3:28][O:29][C:30]1[CH:35]=[CH:34][N:33]=[C:32]([Sn](CCCC)(CCCC)CCCC)[N:31]=1. (5) Given the product [CH2:1]=[CH:2][CH2:3][CH2:4][CH2:5][CH2:6][CH2:7][CH3:8].[CH2:9]=[CH:10][C:11]1[CH:16]=[CH:15][CH:14]=[CH:13][CH:12]=1.[CH2:17]=[CH:18][CH2:19][CH2:20][CH2:21][CH2:22][CH:23]=[CH2:24], predict the reactants needed to synthesize it. The reactants are: [CH2:1]=[CH:2][CH2:3][CH2:4][CH2:5][CH2:6][CH2:7][CH3:8].[CH2:9]=[CH:10][C:11]1[CH:16]=[CH:15][CH:14]=[CH:13][CH:12]=1.[CH2:17]=[CH:18][CH2:19][CH2:20][CH2:21][CH2:22][CH:23]=[CH2:24]. (6) Given the product [CH2:1]([O:8][C:9]1[CH:10]=[C:11]2[C:16](=[CH:17][CH:18]=1)[C:15](=[O:19])[N:14]([CH2:20][CH:21]([CH3:22])[CH3:23])[C:13]([CH2:24][OH:25])=[C:12]2[C:27]1[CH:28]=[CH:29][CH:30]=[CH:31][CH:32]=1)[C:2]1[CH:3]=[CH:4][CH:5]=[CH:6][CH:7]=1, predict the reactants needed to synthesize it. The reactants are: [CH2:1]([O:8][C:9]1[CH:10]=[C:11]2[C:16](=[CH:17][CH:18]=1)[C:15](=[O:19])[N:14]([CH2:20][CH:21]([CH3:23])[CH3:22])[C:13]([C:24](O)=[O:25])=[C:12]2[C:27]1[CH:32]=[CH:31][CH:30]=[CH:29][CH:28]=1)[C:2]1[CH:7]=[CH:6][CH:5]=[CH:4][CH:3]=1.C(Cl)(=O)C(Cl)=O.[BH4-].[Na+].Cl. (7) Given the product [C:1]([O:5][C:6]([N:8]([C:22]([O:24][C:25]([CH3:28])([CH3:27])[CH3:26])=[O:23])[C:9]1[N:14]=[CH:13][C:12](/[CH:15]=[CH:16]/[C:17]([OH:19])=[O:18])=[CH:11][CH:10]=1)=[O:7])([CH3:3])([CH3:4])[CH3:2], predict the reactants needed to synthesize it. The reactants are: [C:1]([O:5][C:6]([N:8]([C:22]([O:24][C:25]([CH3:28])([CH3:27])[CH3:26])=[O:23])[C:9]1[N:14]=[CH:13][C:12](/[CH:15]=[CH:16]/[C:17]([O:19]CC)=[O:18])=[CH:11][CH:10]=1)=[O:7])([CH3:4])([CH3:3])[CH3:2].[Li+].[OH-]. (8) Given the product [CH3:34][Si:5]([CH3:35])([CH2:4][CH2:3][CH2:2][N:39]1[CH:40]=[CH:41][CH:42]=[CH:43][C:38]1=[O:37])[CH2:6][CH2:7][C:8]1[C:20]2[CH2:19][N:18]3[C:13](=[CH:14][C:15]4[C@:25]([CH2:27][CH3:28])([OH:26])[C:24](=[O:29])[O:23][CH2:22][C:16]=4[C:17]3=[O:21])[C:12]=2[N:11]=[C:10]2[CH:30]=[CH:31][CH:32]=[CH:33][C:9]=12, predict the reactants needed to synthesize it. The reactants are: I[CH2:2][CH2:3][CH2:4][Si:5]([CH3:35])([CH3:34])[CH2:6][CH2:7][C:8]1[C:20]2[CH2:19][N:18]3[C:13](=[CH:14][C:15]4[C@:25]([CH2:27][CH3:28])([OH:26])[C:24](=[O:29])[O:23][CH2:22][C:16]=4[C:17]3=[O:21])[C:12]=2[N:11]=[C:10]2[CH:30]=[CH:31][CH:32]=[CH:33][C:9]=12.C[O:37][C:38]1[CH:43]=[CH:42][CH:41]=[CH:40][N:39]=1. (9) The reactants are: [CH2:1]([O:8][C:9]1[C:10]2[N:11]([C:20]([CH3:24])=[C:21]([CH3:23])[N:22]=2)[CH:12]=[C:13]([C:15](OCC)=[O:16])[CH:14]=1)[C:2]1[CH:7]=[CH:6][CH:5]=[CH:4][CH:3]=1.[H-].[Al+3].[Li+].[H-].[H-].[H-].[Na]. Given the product [CH2:1]([O:8][C:9]1[C:10]2[N:11]([C:20]([CH3:24])=[C:21]([CH3:23])[N:22]=2)[CH:12]=[C:13]([CH2:15][OH:16])[CH:14]=1)[C:2]1[CH:3]=[CH:4][CH:5]=[CH:6][CH:7]=1, predict the reactants needed to synthesize it.